Dataset: Catalyst prediction with 721,799 reactions and 888 catalyst types from USPTO. Task: Predict which catalyst facilitates the given reaction. Reactant: [NH:1]1[CH2:5][CH2:4][CH2:3][CH2:2]1.[Cl:6][CH2:7][C:8](Cl)=[O:9].[OH-].[Na+]. Product: [Cl:6][CH2:7][C:8]([N:1]1[CH2:5][CH2:4][CH2:3][CH2:2]1)=[O:9]. The catalyst class is: 2.